Task: Regression. Given two drug SMILES strings and cell line genomic features, predict the synergy score measuring deviation from expected non-interaction effect.. Dataset: NCI-60 drug combinations with 297,098 pairs across 59 cell lines Drug 1: CNC(=O)C1=CC=CC=C1SC2=CC3=C(C=C2)C(=NN3)C=CC4=CC=CC=N4. Drug 2: CC(CN1CC(=O)NC(=O)C1)N2CC(=O)NC(=O)C2. Cell line: PC-3. Synergy scores: CSS=11.9, Synergy_ZIP=-4.21, Synergy_Bliss=-4.75, Synergy_Loewe=-7.03, Synergy_HSA=-6.88.